This data is from Forward reaction prediction with 1.9M reactions from USPTO patents (1976-2016). The task is: Predict the product of the given reaction. (1) Given the reactants [C:1]([O:5][C:6]([CH:8]1[CH2:12][CH2:11][CH2:10][N:9]1[C:13](=[O:36])[CH:14]([NH:19][C:20](=[O:35])[CH2:21][CH:22]1C2C=CC=CC=2[C:28]2[C:23]1=CC=[CH:26][CH:27]=2)[C:15]([CH3:18])([CH3:17])[CH3:16])=[O:7])([CH3:4])([CH3:3])[CH3:2].C(NCC)C.CCN(C(C)C)C(C)C.[CH3:51][O:52]C1C=CC(C(Cl)=O)=CC=1, predict the reaction product. The product is: [C:1]([O:5][C:6]([CH:8]1[CH2:12][CH2:11][CH2:10][N:9]1[C:13](=[O:36])[CH:14]([NH:19][C:20](=[O:35])[C:21]1[CH:26]=[CH:27][C:28]([O:52][CH3:51])=[CH:23][CH:22]=1)[C:15]([CH3:16])([CH3:17])[CH3:18])=[O:7])([CH3:2])([CH3:3])[CH3:4]. (2) Given the reactants Cl[C:2]1[CH:7]=[C:6]([N:8]2[CH2:13][CH2:12][O:11][CH2:10][CH2:9]2)[N:5]=[C:4]([C:14]2[CH:15]=[C:16]([OH:20])[CH:17]=[CH:18][CH:19]=2)[N:3]=1.[O-:21][C:22]1[CH:27]=[CH:26][CH:25]=[CH:24][CH:23]=1.[Na+], predict the reaction product. The product is: [N:8]1([C:6]2[CH:7]=[C:2]([O:21][C:22]3[CH:27]=[CH:26][CH:25]=[CH:24][CH:23]=3)[N:3]=[C:4]([C:14]3[CH:15]=[C:16]([OH:20])[CH:17]=[CH:18][CH:19]=3)[N:5]=2)[CH2:13][CH2:12][O:11][CH2:10][CH2:9]1. (3) Given the reactants [Cl:1][C:2]1[CH:7]=[C:6]([F:8])[CH:5]=[CH:4][C:3]=1[S:9]([NH:12][C:13]1[C:18]([CH3:19])=[CH:17][C:16]([CH3:20])=[CH:15][N:14]=1)(=[O:11])=[O:10].[CH3:21][C:22](N=C(N(C)C)N(C)C)([CH3:24])[CH3:23].BrCC(C)C, predict the reaction product. The product is: [Cl:1][C:2]1[CH:7]=[C:6]([F:8])[CH:5]=[CH:4][C:3]=1[S:9]([N:12]([C:13]1[C:18]([CH3:19])=[CH:17][C:16]([CH3:20])=[CH:15][N:14]=1)[CH2:21][CH:22]([CH3:24])[CH3:23])(=[O:10])=[O:11]. (4) Given the reactants [CH3:1][O:2][C:3](=[O:28])[CH:4]([N:11]1[C:16](=[O:17])[C:15](Cl)=[C:14]([O:19][C:20]2[N:25]=[C:24]([CH3:26])[CH:23]=[C:22]([CH3:27])[N:21]=2)[CH:13]=[N:12]1)[CH2:5][CH:6]1[CH2:10][CH2:9][CH2:8][CH2:7]1.C([O-])=O.[NH4+], predict the reaction product. The product is: [CH3:1][O:2][C:3](=[O:28])[CH:4]([N:11]1[C:16](=[O:17])[CH:15]=[C:14]([O:19][C:20]2[N:25]=[C:24]([CH3:26])[CH:23]=[C:22]([CH3:27])[N:21]=2)[CH:13]=[N:12]1)[CH2:5][CH:6]1[CH2:10][CH2:9][CH2:8][CH2:7]1. (5) Given the reactants [Cl:1][C:2]1[C:3](=[O:12])[N:4]([CH3:11])[CH:5]=[C:6]([N+:8]([O-])=O)[CH:7]=1, predict the reaction product. The product is: [NH2:8][C:6]1[CH:7]=[C:2]([Cl:1])[C:3](=[O:12])[N:4]([CH3:11])[CH:5]=1.